This data is from Peptide-MHC class I binding affinity with 185,985 pairs from IEDB/IMGT. The task is: Regression. Given a peptide amino acid sequence and an MHC pseudo amino acid sequence, predict their binding affinity value. This is MHC class I binding data. (1) The peptide sequence is KSWLVHWSL. The MHC is HLA-A25:01 with pseudo-sequence HLA-A25:01. The binding affinity (normalized) is 0.0847. (2) The peptide sequence is VTGFMEEEI. The MHC is HLA-A02:03 with pseudo-sequence HLA-A02:03. The binding affinity (normalized) is 0. (3) The peptide sequence is KKKDKNKWRML. The MHC is HLA-B27:05 with pseudo-sequence HLA-B27:05. The binding affinity (normalized) is 0.